Predict the reactants needed to synthesize the given product. From a dataset of Full USPTO retrosynthesis dataset with 1.9M reactions from patents (1976-2016). Given the product [Cl:1][C:2]1[CH:3]=[C:4]2[C:8](=[CH:9][CH:10]=1)[N:7]([C:11]1[N:15]([CH3:16])[N:14]=[C:13]([CH3:17])[C:12]=1[C@@H:18]1[CH2:20][C@H:19]1[C:21]([NH:32][S:29]([CH2:24][CH2:25][CH2:26][CH2:27][CH3:28])(=[O:31])=[O:30])=[O:23])[CH:6]=[CH:5]2, predict the reactants needed to synthesize it. The reactants are: [Cl:1][C:2]1[CH:3]=[C:4]2[C:8](=[CH:9][CH:10]=1)[N:7]([C:11]1[N:15]([CH3:16])[N:14]=[C:13]([CH3:17])[C:12]=1[C@@H:18]1[CH2:20][C@H:19]1[C:21]([OH:23])=O)[CH:6]=[CH:5]2.[CH2:24]([S:29]([NH2:32])(=[O:31])=[O:30])[CH2:25][CH2:26][CH2:27][CH3:28].Cl.C(N=C=NCCCN(C)C)C.Cl.